This data is from Peptide-MHC class II binding affinity with 134,281 pairs from IEDB. The task is: Regression. Given a peptide amino acid sequence and an MHC pseudo amino acid sequence, predict their binding affinity value. This is MHC class II binding data. The peptide sequence is TRLFTIRQEMANRGL. The MHC is DRB4_0101 with pseudo-sequence DRB4_0103. The binding affinity (normalized) is 0.598.